Dataset: Full USPTO retrosynthesis dataset with 1.9M reactions from patents (1976-2016). Task: Predict the reactants needed to synthesize the given product. (1) Given the product [F:18][C:13]1[CH:12]=[C:11]([NH:10][C:8]([C:3]2[C:4]([CH3:7])=[N:5][S:6][C:2]=2[NH:1][C:20]2[S:21][C:22]([C:25](=[O:26])[N:27]([CH3:29])[CH3:28])=[CH:23][N:24]=2)=[O:9])[CH:16]=[CH:15][C:14]=1[F:17], predict the reactants needed to synthesize it. The reactants are: [NH2:1][C:2]1[S:6][N:5]=[C:4]([CH3:7])[C:3]=1[C:8]([NH:10][C:11]1[CH:16]=[CH:15][C:14]([F:17])=[C:13]([F:18])[CH:12]=1)=[O:9].Cl[C:20]1[S:21][C:22]([C:25]([N:27]([CH3:29])[CH3:28])=[O:26])=[CH:23][N:24]=1.C(=O)([O-])[O-].[Cs+].[Cs+].CC1(C)C2C(=C(P(C3C=CC=CC=3)C3C=CC=CC=3)C=CC=2)OC2C(P(C3C=CC=CC=3)C3C=CC=CC=3)=CC=CC1=2. (2) Given the product [F:32][C:29]1[CH:28]=[CH:27][C:26]([CH2:25][N:22]2[CH2:21][CH:20]([C:33]([O:35][CH3:36])=[O:34])[C:11]3[N:12]4[CH2:17][CH2:16][N:15]([CH3:18])[C:14](=[O:19])[C:13]4=[C:9]([OH:8])[C:10]=3[C:23]2=[O:24])=[CH:31][CH:30]=1, predict the reactants needed to synthesize it. The reactants are: C([O:8][C:9]1[C:10]2[C:23](=[O:24])[N:22]([CH2:25][C:26]3[CH:31]=[CH:30][C:29]([F:32])=[CH:28][CH:27]=3)[CH2:21][CH:20]([C:33]([O:35][CH3:36])=[O:34])[C:11]=2[N:12]2[CH2:17][CH2:16][N:15]([CH3:18])[C:14](=[O:19])[C:13]=12)C1C=CC=CC=1.